Dataset: Reaction yield outcomes from USPTO patents with 853,638 reactions. Task: Predict the reaction yield, written as a fraction of the theoretical maximum amount of product (1.0 means a 100% yield; for example, 0.34 means a 34% yield). (1) The reactants are O.NN.O=C1C2C(=CC=CC=2)C(=O)[N:6]1[CH2:15][CH2:16][CH2:17][O:18][C:19]1[CH:36]=[CH:35][C:22]2[N:23]([CH2:33][CH3:34])[C:24](=[O:32])[C:25]([CH3:31])([CH3:30])[C:26](=[O:29])[N:27]([CH3:28])[C:21]=2[CH:20]=1. The yield is 0.770. The catalyst is CO. The product is [NH2:6][CH2:15][CH2:16][CH2:17][O:18][C:19]1[CH:36]=[CH:35][C:22]2[N:23]([CH2:33][CH3:34])[C:24](=[O:32])[C:25]([CH3:30])([CH3:31])[C:26](=[O:29])[N:27]([CH3:28])[C:21]=2[CH:20]=1. (2) The catalyst is C(O)(=O)C. The reactants are [CH3:1][C:2]1([CH3:25])[C:22]2[C:9](=[CH:10][C:11]3[C:12](=O)[C:13]4[CH:14]=[CH:15][CH:16]=[CH:17][C:18]=4[C:19](=O)[C:20]=3[CH:21]=2)[C:8]2[C:3]1=[CH:4][CH:5]=[CH:6][CH:7]=2.I.II. The yield is 0.580. The product is [CH3:1][C:2]1([CH3:25])[C:22]2[C:9](=[CH:10][C:11]3[CH:12]=[C:13]4[C:18](=[CH:19][C:20]=3[CH:21]=2)[CH:17]=[CH:16][CH:15]=[CH:14]4)[C:8]2[C:3]1=[CH:4][CH:5]=[CH:6][CH:7]=2. (3) The reactants are [Br:1][C:2]1[CH:9]=[CH:8][C:5]([CH2:6]Br)=[CH:4][CH:3]=1.C(N(CC)CC)C.[CH3:17][C:18]1([OH:24])[CH2:23][CH2:22][CH2:21][NH:20][CH2:19]1. The catalyst is C1COCC1. The product is [Br:1][C:2]1[CH:9]=[CH:8][C:5]([CH2:6][N:20]2[CH2:21][CH2:22][CH2:23][C:18]([CH3:17])([OH:24])[CH2:19]2)=[CH:4][CH:3]=1. The yield is 0.880. (4) The reactants are [CH3:1][C:2]1[CH:9]=[C:8]([CH3:10])[CH:7]=[C:6]([CH3:11])[C:3]=1[CH2:4]Cl.[N-:12]=[N+]=[N-].[Na+].O.C1(P(C2C=CC=CC=2)C2C=CC=CC=2)C=CC=CC=1. The catalyst is CS(C)=O. The product is [CH3:1][C:2]1[CH:9]=[C:8]([CH3:10])[CH:7]=[C:6]([CH3:11])[C:3]=1[CH2:4][NH2:12]. The yield is 0.610. (5) The reactants are [Br:1][C:2]1[CH:3]=[C:4]2[C:9](=[CH:10][CH:11]=1)[N:8]=[CH:7][C:6]([N+:12]([O-:14])=[O:13])=[C:5]2Cl.[F:16][C:17]([F:26])([F:25])[C:18]1[CH:19]=[C:20]([CH:22]=[CH:23][CH:24]=1)[NH2:21]. The catalyst is O1CCOCC1.[Cl-].[Na+].O. The product is [Br:1][C:2]1[CH:3]=[C:4]2[C:9](=[CH:10][CH:11]=1)[N:8]=[CH:7][C:6]([N+:12]([O-:14])=[O:13])=[C:5]2[NH:21][C:20]1[CH:22]=[CH:23][CH:24]=[C:18]([C:17]([F:16])([F:25])[F:26])[CH:19]=1. The yield is 0.920. (6) The reactants are O=[C:2]1[NH:7][N:6]=[C:5]2[CH2:8][CH2:9][N:10]([C:11]([O:13][CH2:14][C:15]3[CH:20]=[CH:19][CH:18]=[CH:17][CH:16]=3)=[O:12])[C:4]2=[CH:3]1.P(Cl)(Cl)([Cl:23])=O. No catalyst specified. The product is [Cl:23][C:2]1[N:7]=[N:6][C:5]2[CH2:8][CH2:9][N:10]([C:11]([O:13][CH2:14][C:15]3[CH:20]=[CH:19][CH:18]=[CH:17][CH:16]=3)=[O:12])[C:4]=2[CH:3]=1. The yield is 0.840.